This data is from Forward reaction prediction with 1.9M reactions from USPTO patents (1976-2016). The task is: Predict the product of the given reaction. (1) Given the reactants [NH2:1][C:2]1[C:9]([CH3:10])=[CH:8][C:5]([C:6]#[N:7])=[CH:4][C:3]=1[Cl:11].CO, predict the reaction product. The product is: [NH2:7][CH2:6][C:5]1[CH:8]=[C:9]([CH3:10])[C:2]([NH2:1])=[C:3]([Cl:11])[CH:4]=1. (2) Given the reactants [CH3:1][C:2]1([CH3:19])[C:6]([CH3:8])([CH3:7])[O:5][B:4]([C:9]2[CH:14]=[CH:13][C:12]([CH2:15][C:16]([OH:18])=[O:17])=[CH:11][CH:10]=2)[O:3]1.C(N/C(=N/C(C)C)/O[C:26]([CH3:29])([CH3:28])[CH3:27])(C)C, predict the reaction product. The product is: [CH3:8][C:6]1([CH3:7])[C:2]([CH3:19])([CH3:1])[O:3][B:4]([C:9]2[CH:14]=[CH:13][C:12]([CH2:15][C:16]([O:18][C:26]([CH3:29])([CH3:28])[CH3:27])=[O:17])=[CH:11][CH:10]=2)[O:5]1. (3) Given the reactants N1CCCC1.[O-]S(C(F)(F)F)(=O)=O.C([Sn](CCCC)(CCCC)C=C)CCC.FC(F)(F)[C:31]([OH:33])=[O:32].Cl[C:37]([O:39][CH:40](Cl)[CH3:41])=O, predict the reaction product. The product is: [CH3:37][O:39][CH:40]([O:32][CH3:31])[CH3:41].[C:31](=[O:33])=[O:32]. (4) Given the reactants Br[CH2:2][C:3]1[CH:18]=[CH:17][C:6]2[N:7]=[C:8]([C:10]3[C:14]([CH3:15])=[N:13][NH:12][C:11]=3[NH2:16])[S:9][C:5]=2[CH:4]=1.[NH:19]1[CH2:23][CH2:22][CH2:21][CH2:20]1, predict the reaction product. The product is: [CH3:15][C:14]1[C:10]([C:8]2[S:9][C:5]3[CH:4]=[C:3]([CH2:2][N:19]4[CH2:23][CH2:22][CH2:21][CH2:20]4)[CH:18]=[CH:17][C:6]=3[N:7]=2)=[C:11]([NH2:16])[NH:12][N:13]=1. (5) Given the reactants [Cl:1][C:2]1[CH:7]=[CH:6][C:5](B(O)O)=[CH:4][C:3]=1[C:11]([NH:13][CH2:14][C:15]12[CH2:24][CH:19]3[CH2:20][CH:21]([CH2:23][CH:17]([CH2:18]3)[CH2:16]1)[CH2:22]2)=[O:12].I[C:26]1[CH:27]=[N:28][CH:29]=[CH:30][C:31]=1[C:32]([O:34][CH3:35])=[O:33].C(=O)([O-])[O-].[K+].[K+].O1CCCC1, predict the reaction product. The product is: [Cl:1][C:2]1[CH:7]=[CH:6][C:5]([C:26]2[CH:27]=[N:28][CH:29]=[CH:30][C:31]=2[C:32]([O:34][CH3:35])=[O:33])=[CH:4][C:3]=1[C:11]([NH:13][CH2:14][C:15]12[CH2:24][CH:19]3[CH2:20][CH:21]([CH2:23][CH:17]([CH2:18]3)[CH2:16]1)[CH2:22]2)=[O:12]. (6) Given the reactants [OH:1][CH2:2][CH2:3][C:4]1[S:8][C:7]([CH2:9][C:10]([OH:12])=[O:11])=[CH:6][CH:5]=1.N1C=CN=C1.[Si:18](Cl)([C:21]([CH3:24])([CH3:23])[CH3:22])([CH3:20])[CH3:19].C(=O)([O-])[O-].[K+].[K+], predict the reaction product. The product is: [Si:18]([O:1][CH2:2][CH2:3][C:4]1[S:8][C:7]([CH2:9][C:10]([OH:12])=[O:11])=[CH:6][CH:5]=1)([C:21]([CH3:24])([CH3:23])[CH3:22])([CH3:20])[CH3:19]. (7) Given the reactants [CH:1]1([C:4]2[N:5]=[C:6]3[CH:11]=[CH:10][C:9]([N+:12]([O-])=O)=[CH:8][N:7]3[C:15]=2[CH3:16])[CH2:3][CH2:2]1.[F:17][C:18]([F:31])([F:30])[C:19]1[CH:24]=[CH:23][C:22]([CH2:25][CH2:26][C:27](O)=[O:28])=[CH:21][CH:20]=1, predict the reaction product. The product is: [CH:1]1([C:4]2[N:5]=[C:6]3[CH:11]=[CH:10][C:9]([NH:12][C:27](=[O:28])[CH2:26][CH2:25][C:22]4[CH:21]=[CH:20][C:19]([C:18]([F:30])([F:31])[F:17])=[CH:24][CH:23]=4)=[CH:8][N:7]3[C:15]=2[CH3:16])[CH2:3][CH2:2]1.